Dataset: Full USPTO retrosynthesis dataset with 1.9M reactions from patents (1976-2016). Task: Predict the reactants needed to synthesize the given product. (1) Given the product [NH2:1][C:2]1[CH:3]=[CH:4][C:5]([C:6]([O:8][CH2:9][CH3:10])=[O:7])=[CH:11][C:12]=1[Br:19], predict the reactants needed to synthesize it. The reactants are: [NH2:1][C:2]1[CH:12]=[CH:11][C:5]([C:6]([O:8][CH2:9][CH3:10])=[O:7])=[CH:4][CH:3]=1.N1C=CC=CC=1.[Br:19]Br.OP(O)(O)=O. (2) Given the product [OH:13][C:9]1[CH:10]=[C:11]2[C:6]([CH2:5][CH2:4][CH:3]([NH:2][C:24](=[O:25])[O:23][C:19]([CH3:22])([CH3:21])[CH3:20])[CH2:12]2)=[CH:7][CH:8]=1, predict the reactants needed to synthesize it. The reactants are: Cl.[NH2:2][CH:3]1[CH2:12][C:11]2[CH:10]=[C:9]([OH:13])[CH:8]=[CH:7][C:6]=2[CH2:5][CH2:4]1.CN(C=O)C.[C:19]([O:23][C:24](O[C:24]([O:23][C:19]([CH3:22])([CH3:21])[CH3:20])=[O:25])=[O:25])([CH3:22])([CH3:21])[CH3:20]. (3) Given the product [C:23]([C:7]1[C:8]2[C:13](=[CH:12][CH:11]=[C:10]([O:16][C:17]3[CH:22]=[CH:21][CH:20]=[CH:19][CH:18]=3)[CH:9]=2)[C:14]([OH:15])=[C:5]([C:3]([NH:26][CH2:27][C:28]([F:33])([F:32])[C:29]([OH:31])=[O:30])=[O:4])[N:6]=1)#[N:24], predict the reactants needed to synthesize it. The reactants are: CO[C:3]([C:5]1[N:6]=[C:7]([C:23]#[N:24])[C:8]2[C:13]([C:14]=1[OH:15])=[CH:12][CH:11]=[C:10]([O:16][C:17]1[CH:22]=[CH:21][CH:20]=[CH:19][CH:18]=1)[CH:9]=2)=[O:4].Cl.[NH2:26][CH2:27][C:28]([F:33])([F:32])[C:29]([OH:31])=[O:30].C[O-].[Na+].CO.Cl. (4) Given the product [CH:1]1([S:4]([N:7]2[CH:11]=[C:10]([C:22]3[N:27]=[C:26]([NH:28][C:29]4[N:34]=[CH:33][C:32]5[C:35]([C:41]([NH2:43])=[O:42])=[CH:36][N:37]([CH:38]([CH3:40])[CH3:39])[C:31]=5[CH:30]=4)[CH:25]=[CH:24][N:23]=3)[CH:9]=[N:8]2)(=[O:5])=[O:6])[CH2:2][CH2:3]1, predict the reactants needed to synthesize it. The reactants are: [CH:1]1([S:4]([N:7]2[CH:11]=[C:10](B3OC(C)(C)C(C)(C)O3)[CH:9]=[N:8]2)(=[O:6])=[O:5])[CH2:3][CH2:2]1.Cl[C:22]1[N:27]=[C:26]([NH:28][C:29]2[N:34]=[CH:33][C:32]3[C:35]([C:41]([NH2:43])=[O:42])=[CH:36][N:37]([CH:38]([CH3:40])[CH3:39])[C:31]=3[CH:30]=2)[CH:25]=[CH:24][N:23]=1.C([O-])([O-])=O.[Na+].[Na+]. (5) Given the product [F:35][C:2]([F:1])([F:34])[O:3][C:4]1[CH:9]=[CH:8][C:7]([NH:10][C:11](=[O:33])[C:12]2[CH:17]=[C:16]([NH2:18])[C:15]([NH:21][CH2:22][C:23]([OH:26])([CH3:25])[CH3:24])=[CH:14][C:13]=2[N:27]2[CH2:32][CH2:31][O:30][CH2:29][CH2:28]2)=[CH:6][CH:5]=1, predict the reactants needed to synthesize it. The reactants are: [F:1][C:2]([F:35])([F:34])[O:3][C:4]1[CH:9]=[CH:8][C:7]([NH:10][C:11](=[O:33])[C:12]2[CH:17]=[C:16]([N+:18]([O-])=O)[C:15]([NH:21][CH2:22][C:23]([OH:26])([CH3:25])[CH3:24])=[CH:14][C:13]=2[N:27]2[CH2:32][CH2:31][O:30][CH2:29][CH2:28]2)=[CH:6][CH:5]=1.CO. (6) Given the product [CH2:41]([N:43]([CH2:44][C:45]1[CH:50]=[CH:49][C:48]([O:51][CH2:52][CH2:53][N:54]2[CH2:59][CH2:58][CH2:57][CH2:56][CH2:55]2)=[CH:47][CH:46]=1)[C:60]1[CH:65]=[CH:64][CH:63]=[CH:62][C:61]=1[CH:66]1[CH2:75][CH2:74][C:73]2[CH:72]=[C:71]([OH:76])[CH:70]=[CH:69][C:68]=2[CH2:67]1)[CH3:42], predict the reactants needed to synthesize it. The reactants are: C(NC1C=CC=CC=1C1CCC2C(=CC=C(OC)C=2)C1)C.Cl.N1(CCOC2C=CC(C(O)=O)=CC=2)CCCCC1.[CH2:41]([N:43]([C:60]1[CH:65]=[CH:64][CH:63]=[CH:62][C:61]=1[CH:66]1[CH2:75][CH2:74][C:73]2[C:68](=[CH:69][CH:70]=[C:71]([O:76]C)[CH:72]=2)[CH2:67]1)[CH2:44][C:45]1[CH:50]=[CH:49][C:48]([O:51][CH2:52][CH2:53][N:54]2[CH2:59][CH2:58][CH2:57][CH2:56][CH2:55]2)=[CH:47][CH:46]=1)[CH3:42].